This data is from NCI-60 drug combinations with 297,098 pairs across 59 cell lines. The task is: Regression. Given two drug SMILES strings and cell line genomic features, predict the synergy score measuring deviation from expected non-interaction effect. (1) Drug 1: CC1=C2C(C(=O)C3(C(CC4C(C3C(C(C2(C)C)(CC1OC(=O)C(C(C5=CC=CC=C5)NC(=O)OC(C)(C)C)O)O)OC(=O)C6=CC=CC=C6)(CO4)OC(=O)C)OC)C)OC. Drug 2: C1CN1P(=S)(N2CC2)N3CC3. Cell line: KM12. Synergy scores: CSS=37.5, Synergy_ZIP=-0.785, Synergy_Bliss=-3.13, Synergy_Loewe=-3.97, Synergy_HSA=-1.13. (2) Drug 1: C1C(C(OC1N2C=C(C(=O)NC2=O)F)CO)O. Drug 2: C1=NNC2=C1C(=O)NC=N2. Cell line: SF-268. Synergy scores: CSS=39.5, Synergy_ZIP=-4.06, Synergy_Bliss=0.170, Synergy_Loewe=-51.1, Synergy_HSA=0.425. (3) Drug 1: CC1=C2C(C(=O)C3(C(CC4C(C3C(C(C2(C)C)(CC1OC(=O)C(C(C5=CC=CC=C5)NC(=O)OC(C)(C)C)O)O)OC(=O)C6=CC=CC=C6)(CO4)OC(=O)C)O)C)O. Drug 2: CC1CCCC2(C(O2)CC(NC(=O)CC(C(C(=O)C(C1O)C)(C)C)O)C(=CC3=CSC(=N3)C)C)C. Cell line: PC-3. Synergy scores: CSS=36.7, Synergy_ZIP=-0.303, Synergy_Bliss=-2.57, Synergy_Loewe=-3.17, Synergy_HSA=-0.912. (4) Drug 1: C1=CC(=C2C(=C1NCCNCCO)C(=O)C3=C(C=CC(=C3C2=O)O)O)NCCNCCO. Drug 2: CC=C1C(=O)NC(C(=O)OC2CC(=O)NC(C(=O)NC(CSSCCC=C2)C(=O)N1)C(C)C)C(C)C. Cell line: TK-10. Synergy scores: CSS=63.1, Synergy_ZIP=3.27, Synergy_Bliss=3.66, Synergy_Loewe=1.33, Synergy_HSA=8.08. (5) Drug 1: C1=C(C(=O)NC(=O)N1)N(CCCl)CCCl. Drug 2: C1=CN(C=N1)CC(O)(P(=O)(O)O)P(=O)(O)O. Cell line: HOP-62. Synergy scores: CSS=2.12, Synergy_ZIP=-11.3, Synergy_Bliss=-20.8, Synergy_Loewe=-28.7, Synergy_HSA=-23.1.